This data is from Reaction yield outcomes from USPTO patents with 853,638 reactions. The task is: Predict the reaction yield, written as a fraction of the theoretical maximum amount of product (1.0 means a 100% yield; for example, 0.34 means a 34% yield). (1) The reactants are [Cl:1][C:2]1[N:7]=[C:6](Cl)[C:5]([CH:9]=[C:10]2[CH2:15][CH2:14][CH2:13][CH2:12][CH2:11]2)=[CH:4][N:3]=1.[C:16]([C:20]1[CH:21]=[C:22](B2OC(C)(C)C(C)(C)O2)[CH:23]=[C:24]([C:26]([CH3:29])([CH3:28])[CH3:27])[CH:25]=1)([CH3:19])([CH3:18])[CH3:17].C([O-])([O-])=O.[K+].[K+]. The catalyst is C1C=CC([P]([Pd]([P](C2C=CC=CC=2)(C2C=CC=CC=2)C2C=CC=CC=2)([P](C2C=CC=CC=2)(C2C=CC=CC=2)C2C=CC=CC=2)[P](C2C=CC=CC=2)(C2C=CC=CC=2)C2C=CC=CC=2)(C2C=CC=CC=2)C2C=CC=CC=2)=CC=1. The product is [Cl:1][C:2]1[N:7]=[C:6]([C:22]2[CH:21]=[C:20]([C:16]([CH3:18])([CH3:17])[CH3:19])[CH:25]=[C:24]([C:26]([CH3:29])([CH3:28])[CH3:27])[CH:23]=2)[C:5]([CH:9]=[C:10]2[CH2:15][CH2:14][CH2:13][CH2:12][CH2:11]2)=[CH:4][N:3]=1. The yield is 0.340. (2) The reactants are [C:1]([C:5]1[CH:41]=[CH:40][C:8]([C:9]([NH:11][C@@H:12]([CH2:16][C:17]2[CH:22]=[CH:21][C:20]([C:23]3[N:28]=[CH:27][C:26]([C:29]4[N:33]=[C:32]([CH2:34][CH2:35][CH2:36][CH2:37][CH2:38][CH3:39])[O:31][N:30]=4)=[CH:25][N:24]=3)=[CH:19][CH:18]=2)[C:13]([O-:15])=[O:14])=[O:10])=[CH:7][CH:6]=1)([CH3:4])([CH3:3])[CH3:2].C(C1C=CC(C(N[C@@H](CC2C=CC(C3N=CC(C4N=C(CCCCCC)ON=4)=CN=3)=CC=2)C(OC(C)(C)C)=O)=O)=CC=1)(C)(C)C. No catalyst specified. The product is [C:1]([C:5]1[CH:6]=[CH:7][C:8]([C:9]([NH:11][C@@H:12]([CH2:16][C:17]2[CH:22]=[CH:21][C:20]([C:23]3[N:24]=[CH:25][C:26]([C:29]4[N:33]=[C:32]([CH2:34][CH2:35][CH2:36][CH2:37][CH2:38][CH3:39])[O:31][N:30]=4)=[CH:27][N:28]=3)=[CH:19][CH:18]=2)[C:13]([OH:15])=[O:14])=[O:10])=[CH:40][CH:41]=1)([CH3:3])([CH3:2])[CH3:4]. The yield is 0.0600. (3) The reactants are C1COCC1.Br[CH:7]1[CH2:9][CH2:8]1.[Cl:10][C:11]1[CH:18]=[CH:17][CH:16]=[CH:15][C:12]=1[C:13]#[N:14].[BH4-].[Na+]. The catalyst is CO. The product is [CH:7]1([CH:13]([C:12]2[CH:15]=[CH:16][CH:17]=[CH:18][C:11]=2[Cl:10])[NH2:14])[CH2:9][CH2:8]1. The yield is 0.770. (4) The reactants are Cl[C:2]1[N:7]=[C:6]([N:8]2[CH2:13][CH2:12][O:11][CH2:10][CH2:9]2)[N:5]=[C:4]([N:14]2[CH:19]3[CH2:20][CH2:21][CH:15]2[CH2:16][O:17][CH2:18]3)[N:3]=1.[NH2:22][C:23]1[CH:28]=[CH:27][C:26](B2OC(C)(C)C(C)(C)O2)=[CH:25][CH:24]=1.C([O-])([O-])=O.[Na+].[Na+]. The catalyst is C1C=CC([P]([Pd]([P](C2C=CC=CC=2)(C2C=CC=CC=2)C2C=CC=CC=2)([P](C2C=CC=CC=2)(C2C=CC=CC=2)C2C=CC=CC=2)[P](C2C=CC=CC=2)(C2C=CC=CC=2)C2C=CC=CC=2)(C2C=CC=CC=2)C2C=CC=CC=2)=CC=1.COCCOC. The product is [N:8]1([C:6]2[N:5]=[C:4]([N:14]3[CH:19]4[CH2:20][CH2:21][CH:15]3[CH2:16][O:17][CH2:18]4)[N:3]=[C:2]([C:26]3[CH:27]=[CH:28][C:23]([NH2:22])=[CH:24][CH:25]=3)[N:7]=2)[CH2:13][CH2:12][O:11][CH2:10][CH2:9]1. The yield is 0.760.